This data is from Full USPTO retrosynthesis dataset with 1.9M reactions from patents (1976-2016). The task is: Predict the reactants needed to synthesize the given product. (1) Given the product [CH2:17]([CH:21]1[CH2:26][CH2:25][N:24]([CH2:2][C@@H:3]([CH3:16])[CH2:4][N:5]2[C:14]3[C:9](=[CH:10][CH:11]=[CH:12][CH:13]=3)[CH:8]=[CH:7][C:6]2=[O:15])[CH2:23][CH2:22]1)[CH2:18][CH2:19][CH3:20], predict the reactants needed to synthesize it. The reactants are: I[CH2:2][C@@H:3]([CH3:16])[CH2:4][N:5]1[C:14]2[C:9](=[CH:10][CH:11]=[CH:12][CH:13]=2)[CH:8]=[CH:7][C:6]1=[O:15].[CH2:17]([CH:21]1[CH2:26][CH2:25][NH:24][CH2:23][CH2:22]1)[CH2:18][CH2:19][CH3:20].CC#N.CCOC(C)=O. (2) Given the product [C:1]([O:4][C@H:5]1[C:14]2[C:9](=[N:10][C:11]([C:21]3[CH:26]=[CH:25][CH:24]=[CH:23][CH:22]=3)=[C:12]([C:15]3[CH:20]=[CH:19][CH:18]=[CH:17][CH:16]=3)[N:13]=2)[NH:8][CH2:7][CH2:6]1)(=[O:3])[CH3:2], predict the reactants needed to synthesize it. The reactants are: [C:1]([O:4][C@H:5]1[C:14]2[C:9](=[N:10][C:11]([C:21]3[CH:26]=[CH:25][CH:24]=[CH:23][CH:22]=3)=[C:12]([C:15]3[CH:20]=[CH:19][CH:18]=[CH:17][CH:16]=3)[N:13]=2)[N:8](C(OC(C)(C)C)=O)[CH2:7][CH2:6]1)(=[O:3])[CH3:2].O1CCOCC1. (3) Given the product [Cl:1][C:2]1[CH:7]=[CH:6][C:5]([N:8]2[CH2:12][CH2:11][C:10]([C:13]3[CH:18]=[CH:17][C:16]([Cl:19])=[C:15]([Cl:20])[CH:14]=3)([OH:35])[C:9]2=[O:21])=[CH:4][C:3]=1[O:22][CH2:23][CH2:24][N:25]1[CH2:26][CH2:27][CH2:28][CH2:29][CH2:30]1, predict the reactants needed to synthesize it. The reactants are: [Cl:1][C:2]1[CH:7]=[CH:6][C:5]([N:8]2[CH2:12][CH2:11][CH:10]([C:13]3[CH:18]=[CH:17][C:16]([Cl:19])=[C:15]([Cl:20])[CH:14]=3)[C:9]2=[O:21])=[CH:4][C:3]=1[O:22][CH2:23][CH2:24][N:25]1[CH2:30][CH2:29][CH2:28][CH2:27][CH2:26]1.C([O:35][K])(C)(C)C.[NH4+].[Cl-].